This data is from Catalyst prediction with 721,799 reactions and 888 catalyst types from USPTO. The task is: Predict which catalyst facilitates the given reaction. (1) Reactant: [F:1][C:2]([F:30])([F:29])[C:3]1[CH:8]=[CH:7][C:6]([C:9]2[CH:10]=[C:11]3[C:16](=[CH:17][CH:18]=2)[N:15]=[CH:14][CH:13]=[C:12]3[S:19][C:20]2([C:24]([O:26]CC)=[O:25])[CH2:23][CH2:22][CH2:21]2)=[CH:5][CH:4]=1.[OH-].[Na+].Cl.ClCCl. Product: [F:30][C:2]([F:1])([F:29])[C:3]1[CH:8]=[CH:7][C:6]([C:9]2[CH:10]=[C:11]3[C:16](=[CH:17][CH:18]=2)[N:15]=[CH:14][CH:13]=[C:12]3[S:19][C:20]2([C:24]([OH:26])=[O:25])[CH2:21][CH2:22][CH2:23]2)=[CH:5][CH:4]=1. The catalyst class is: 193. (2) Reactant: C[O-].[Na+].[C:4]([C:6]1[S:7][CH:8]=[CH:9][CH:10]=1)#[N:5].[Cl-:11].[NH4+:12]. Product: [ClH:11].[S:7]1[CH:8]=[CH:9][CH:10]=[C:6]1[C:4](=[NH:12])[NH2:5]. The catalyst class is: 5.